Task: Predict which catalyst facilitates the given reaction.. Dataset: Catalyst prediction with 721,799 reactions and 888 catalyst types from USPTO (1) Reactant: [CH3:1][CH2:2][C@H:3]1[O:18][C:16](=[O:17])[C@H:15]([CH3:19])[C@@H:14]([O:20][C@@H:21]2[O:26][C@@H:25]([CH3:27])[C@H:24]([OH:28])[C@@:23]([O:30][CH3:31])([CH3:29])[CH2:22]2)[C@H:13]([CH3:32])[C@@H:12]([O:33][C@@H:34]2[O:39][C@H:38]([CH3:40])[CH2:37][C@H:36]([N:41]([CH3:43])[CH3:42])[C@H:35]2[OH:44])[C@@:11]([OH:46])([CH3:45])[CH2:10][C@@H:9]([CH3:47])[C:7](=[O:8])[C@H:6]([CH3:48])[C@@H:5]([OH:49])[C@@:4]1([OH:51])[CH3:50].C(S)#N.CC[C@H]1OC(=O)[C@H](C)[C@@H:68]([O:74][C@@H:75]2[O:80][C@@H](C)[C@H:78]([OH:82])[C@@:77](OC)(C)[CH2:76]2)[C@H:67](C)[C@@H](O[C@@H]2O[C@H](C)C[C@H](N(C)C)[C@H]2O)[C@@](O)(C)C[C@@H](C)C(=O)[C@H](C)[C@@H](O)[C@@]1(O)C.C(=O)(O)[O-].[Na+].C(=O)([O-])[O-].[Na+].[Na+].C(=O)([O-])[O-].[K+].[K+]. Product: [CH3:1][CH2:2][C@H:3]1[O:18][C:16](=[O:17])[C@H:15]([CH3:19])[C@@H:14]([O:20][C@@H:21]2[O:26][C@@H:25]([CH3:27])[C@H:24]([OH:28])[C@@:23]([O:30][CH3:31])([CH3:29])[CH2:22]2)[C@H:13]([CH3:32])[C@@H:12]([O:33][C@@H:34]2[O:39][C@H:38]([CH3:40])[CH2:37][C@H:36]([N:41]([CH3:42])[CH3:43])[C@H:35]2[O:44][C:78]([CH2:77][CH2:76][C:75]([O:74][CH2:68][CH3:67])=[O:80])=[O:82])[C@@:11]([OH:46])([CH3:45])[CH2:10][C@@H:9]([CH3:47])[C:7](=[O:8])[C@H:6]([CH3:48])[C@@H:5]([OH:49])[C@@:4]1([OH:51])[CH3:50]. The catalyst class is: 316. (2) Reactant: S(=O)(=O)(O)O.[Cl:6][C:7]1[C:8]([CH:37]2OCC[O:38]2)=[C:9]([O:32][C:33]([F:36])([F:35])[F:34])[CH:10]=[C:11]2[C:16]=1[NH:15][C:14](=[O:17])[N:13]([CH2:18][C:19]1[CH:24]=[C:23]([Cl:25])[CH:22]=[CH:21][C:20]=1[S:26]([CH2:29][CH3:30])(=[O:28])=[O:27])[C:12]2=[O:31]. Product: [Cl:6][C:7]1[C:8]([CH:37]=[O:38])=[C:9]([O:32][C:33]([F:34])([F:36])[F:35])[CH:10]=[C:11]2[C:16]=1[NH:15][C:14](=[O:17])[N:13]([CH2:18][C:19]1[CH:24]=[C:23]([Cl:25])[CH:22]=[CH:21][C:20]=1[S:26]([CH2:29][CH3:30])(=[O:27])=[O:28])[C:12]2=[O:31]. The catalyst class is: 179. (3) Reactant: [CH2:1]([C:3]1[N:13]([CH2:14][C:15]2[CH:20]=[CH:19][C:18](I)=[CH:17][CH:16]=2)[C:6]2=[N:7][C:8]([CH3:12])=[CH:9][C:10]([CH3:11])=[C:5]2[N:4]=1)[CH3:2].[CH2:22]([OH:25])[C:23]#[CH:24].C(N(CC)CC)C. Product: [CH2:1]([C:3]1[N:13]([CH2:14][C:15]2[CH:20]=[CH:19][C:18]([CH2:24][C:23]#[C:22][OH:25])=[CH:17][CH:16]=2)[C:6]2=[N:7][C:8]([CH3:12])=[CH:9][C:10]([CH3:11])=[C:5]2[N:4]=1)[CH3:2]. The catalyst class is: 654. (4) Reactant: [Cl:1][C:2]1[CH:7]=[CH:6][C:5]([N+:8]([O-:10])=[O:9])=[CH:4][C:3]=1[O:11]C. Product: [Cl:1][C:2]1[CH:7]=[CH:6][C:5]([N+:8]([O-:10])=[O:9])=[CH:4][C:3]=1[OH:11]. The catalyst class is: 570. (5) Reactant: [F:1][C:2]1[C:3]([CH2:14][N:15]([CH3:23])[C:16](=[O:22])[O:17][C:18]([CH3:21])([CH3:20])[CH3:19])=[CH:4][NH:5][C:6]=1[C:7]1[C:8]([F:13])=[N:9][CH:10]=[CH:11][CH:12]=1.[H-].[Na+].C1OCCOCCOCCOCCOC1.[F:41][C:42]1[CH:47]=[CH:46][CH:45]=[C:44]([F:48])[C:43]=1[S:49](Cl)(=[O:51])=[O:50]. The catalyst class is: 30. Product: [F:41][C:42]1[CH:47]=[CH:46][CH:45]=[C:44]([F:48])[C:43]=1[S:49]([N:5]1[C:6]([C:7]2[C:8]([F:13])=[N:9][CH:10]=[CH:11][CH:12]=2)=[C:2]([F:1])[C:3]([CH2:14][N:15]([CH3:23])[C:16](=[O:22])[O:17][C:18]([CH3:19])([CH3:20])[CH3:21])=[CH:4]1)(=[O:51])=[O:50]. (6) Reactant: C([O:4][CH2:5][C:6]([CH3:24])([CH3:23])[CH2:7][O:8][C:9]1[CH:10]=[C:11]([CH:16]=[C:17]([C:19]([CH3:22])([CH3:21])[CH3:20])[CH:18]=1)[C:12]([O:14]C)=[O:13])(=O)C.[OH-].[Li+].Cl. Product: [C:19]([C:17]1[CH:16]=[C:11]([CH:10]=[C:9]([O:8][CH2:7][C:6]([CH3:24])([CH3:23])[CH2:5][OH:4])[CH:18]=1)[C:12]([OH:14])=[O:13])([CH3:22])([CH3:20])[CH3:21]. The catalyst class is: 200. (7) Reactant: [Br:1][C:2]1[CH:7]=[CH:6][C:5]([SH:8])=[C:4]([Cl:9])[CH:3]=1.P(OC1C=CC=CC=1)(OC1C=CC=CC=1)(O[CH2:13][CH2:14][C:15]([CH3:17])=[CH2:16])=O. Product: [Br:1][C:2]1[CH:7]=[CH:6][C:5]([S:8][CH2:13][CH2:14][C:15]([CH3:17])=[CH2:16])=[C:4]([Cl:9])[CH:3]=1. The catalyst class is: 18. (8) Reactant: [CH:1]1([C:6]([C:8]2[CH:13]=[C:12]([CH3:14])[CH:11]=[CH:10][C:9]=2[NH:15][C:16](=[O:27])[NH:17][C:18]2[S:19][CH:20]=[C:21]([CH2:23][C:24]([OH:26])=[O:25])[N:22]=2)=[O:7])[CH2:5][CH2:4][CH2:3][CH2:2]1.[Cl:28]N1C(=O)CCC1=O. Product: [Cl:28][C:20]1[S:19][C:18]([NH:17][C:16]([NH:15][C:9]2[CH:10]=[CH:11][C:12]([CH3:14])=[CH:13][C:8]=2[C:6]([CH:1]2[CH2:5][CH2:4][CH2:3][CH2:2]2)=[O:7])=[O:27])=[N:22][C:21]=1[CH2:23][C:24]([OH:26])=[O:25]. The catalyst class is: 10.